Dataset: Forward reaction prediction with 1.9M reactions from USPTO patents (1976-2016). Task: Predict the product of the given reaction. (1) Given the reactants [N+:1]([C:4]1[CH:9]=[CH:8][C:7]([N:10]2[CH2:15][CH2:14][NH:13][CH2:12][CH2:11]2)=[CH:6][CH:5]=1)([O-:3])=[O:2].[CH3:16][C:17]([O:20][C:21](O[C:21]([O:20][C:17]([CH3:19])([CH3:18])[CH3:16])=[O:22])=[O:22])([CH3:19])[CH3:18], predict the reaction product. The product is: [N+:1]([C:4]1[CH:5]=[CH:6][C:7]([N:10]2[CH2:15][CH2:14][N:13]([C:21]([O:20][C:17]([CH3:19])([CH3:18])[CH3:16])=[O:22])[CH2:12][CH2:11]2)=[CH:8][CH:9]=1)([O-:3])=[O:2]. (2) Given the reactants [CH:1]1([C:4]([NH:6][C:7]2[O:8][C:9]3[CH:15]=[C:14]([O:16][C:17]4[CH:18]=[C:19]([CH:23]=[CH:24][CH:25]=4)C(O)=O)[CH:13]=[CH:12][C:10]=3[N:11]=2)=[O:5])[CH2:3][CH2:2]1.C([N:28]([CH:32](C)C)C(C)C)C.C1(P(N=[N+]=[N-])(C2C=CC=CC=2)=[O:42])C=CC=CC=1.[CH3:52][C:53]([OH:56])([CH3:55])[CH3:54], predict the reaction product. The product is: [CH:1]1([C:4]([NH:6][C:7]2[O:8][C:9]3[CH:15]=[C:14]([O:16][C:17]4[CH:18]=[C:19]([NH:28][C:32](=[O:42])[O:56][C:53]([CH3:55])([CH3:54])[CH3:52])[CH:23]=[CH:24][CH:25]=4)[CH:13]=[CH:12][C:10]=3[N:11]=2)=[O:5])[CH2:3][CH2:2]1. (3) Given the reactants [C:1]([O:5][C:6]([NH:8][CH:9]1[CH2:14][CH2:13][N:12]([C:15]2[CH:20]=[CH:19][C:18]([NH:21][C:22]3[N:27]=[C:26]([C:28]#[C:29][C:30]4[CH:35]=[CH:34][CH:33]=[CH:32][C:31]=4[CH2:36][C:37]([O:39][CH3:40])=[O:38])[C:25]([C:41]([F:44])([F:43])[F:42])=[CH:24][N:23]=3)=[CH:17][CH:16]=2)[CH2:11][CH2:10]1)=[O:7])([CH3:4])([CH3:3])[CH3:2], predict the reaction product. The product is: [C:1]([O:5][C:6]([NH:8][CH:9]1[CH2:10][CH2:11][N:12]([C:15]2[CH:16]=[CH:17][C:18]([NH:21][C:22]3[N:27]=[C:26]([CH2:28][CH2:29][C:30]4[CH:35]=[CH:34][CH:33]=[CH:32][C:31]=4[CH2:36][C:37]([O:39][CH3:40])=[O:38])[C:25]([C:41]([F:44])([F:42])[F:43])=[CH:24][N:23]=3)=[CH:19][CH:20]=2)[CH2:13][CH2:14]1)=[O:7])([CH3:4])([CH3:2])[CH3:3].